Dataset: Forward reaction prediction with 1.9M reactions from USPTO patents (1976-2016). Task: Predict the product of the given reaction. (1) Given the reactants Br[C:2]1[CH:3]=[CH:4][C:5](=[O:9])[N:6]([CH3:8])[CH:7]=1.[B:10]1([B:10]2[O:14][C:13]([CH3:16])([CH3:15])[C:12]([CH3:18])([CH3:17])[O:11]2)[O:14][C:13]([CH3:16])([CH3:15])[C:12]([CH3:18])([CH3:17])[O:11]1.C([O-])(=O)C.[K+], predict the reaction product. The product is: [CH3:8][N:6]1[CH:7]=[C:2]([B:10]2[O:14][C:13]([CH3:16])([CH3:15])[C:12]([CH3:18])([CH3:17])[O:11]2)[CH:3]=[CH:4][C:5]1=[O:9]. (2) The product is: [Br:5][C:6]1[CH:7]=[C:8]([N:12]2[C:20]3[C:15](=[CH:16][C:17]([CH2:21][Cl:27])=[CH:18][CH:19]=3)[C:14]([C:23]([O:25][CH3:26])=[O:24])=[N:13]2)[CH:9]=[CH:10][CH:11]=1. Given the reactants S(Cl)(Cl)=O.[Br:5][C:6]1[CH:7]=[C:8]([N:12]2[C:20]3[C:15](=[CH:16][C:17]([CH2:21]O)=[CH:18][CH:19]=3)[C:14]([C:23]([O:25][CH3:26])=[O:24])=[N:13]2)[CH:9]=[CH:10][CH:11]=1.[Cl:27]CCl, predict the reaction product. (3) The product is: [Cl:14][C:13]1[CH:12]=[C:11]2[C:4](=[CH:3][C:2]=1[Cl:1])[O:5][CH2:6][CH2:7][C:8]2=[O:10]. Given the reactants [Cl:1][C:2]1[CH:3]=[C:4]([CH:11]=[CH:12][C:13]=1[Cl:14])[O:5][CH2:6][CH2:7][C:8]([OH:10])=O.F, predict the reaction product.